This data is from Reaction yield outcomes from USPTO patents with 853,638 reactions. The task is: Predict the reaction yield, written as a fraction of the theoretical maximum amount of product (1.0 means a 100% yield; for example, 0.34 means a 34% yield). (1) The yield is 0.840. The reactants are [NH:1]1[C:9]2[C:4](=[CH:5][CH:6]=[CH:7][CH:8]=2)[C:3]([CH2:10][C:11]#[N:12])=[CH:2]1.[CH3:13][C:14]([O:17][C:18](O[C:18]([O:17][C:14]([CH3:16])([CH3:15])[CH3:13])=[O:19])=[O:19])([CH3:16])[CH3:15]. The catalyst is C(Cl)Cl.CN(C1C=CN=CC=1)C. The product is [C:14]([O:17][C:18]([N:1]1[C:9]2[C:4](=[CH:5][CH:6]=[CH:7][CH:8]=2)[C:3]([CH2:10][C:11]#[N:12])=[CH:2]1)=[O:19])([CH3:16])([CH3:15])[CH3:13]. (2) No catalyst specified. The reactants are [NH2:1][C:2]1[C:11]2[CH:10]=[CH:9][C:8]([F:12])=[C:7](Br)[C:6]=2[N:5]=[C:4]2[CH2:14][N:15]([CH:18]3[CH2:21][CH2:20][CH2:19]3)[C:16](=[O:17])[C:3]=12.[CH:22]([C:24]1[CH:29]=[CH:28][CH:27]=[CH:26][C:25]=1B(O)O)=[CH2:23]. The product is [NH2:1][C:2]1[C:11]2[CH:10]=[CH:9][C:8]([F:12])=[C:7]([C:25]3[CH:26]=[CH:27][CH:28]=[CH:29][C:24]=3[CH:22]=[CH2:23])[C:6]=2[N:5]=[C:4]2[CH2:14][N:15]([CH:18]3[CH2:21][CH2:20][CH2:19]3)[C:16](=[O:17])[C:3]=12. The yield is 0.670. (3) The reactants are Br[C:2]1[CH:3]=[C:4]([CH3:15])[C:5]([N:10]2[CH:14]=[N:13][CH:12]=[N:11]2)=[C:6]([CH:9]=1)[C:7]#[N:8].C(=O)([O-])[O-].[K+].[K+].[C:22]1(P(C2C=CC=CC=2)C2C=CC=CC=2)C=CC=C[CH:23]=1. The catalyst is C1(C)C=CC=CC=1. The product is [CH3:15][C:4]1[C:5]([N:10]2[CH:14]=[N:13][CH:12]=[N:11]2)=[C:6]([CH:9]=[C:2]([CH:22]=[CH2:23])[CH:3]=1)[C:7]#[N:8]. The yield is 0.520. (4) The reactants are [C:1]1([CH3:11])[CH:6]=[CH:5][CH:4]=[C:3]([CH2:7][C:8](O)=[O:9])[CH:2]=1.Cl.[CH3:13][NH:14][O:15][CH3:16].C(Cl)CCl.C1C=NC2N(O)N=NC=2C=1.CCN(C(C)C)C(C)C. The catalyst is CN(C=O)C.CCOC(C)=O. The product is [CH3:16][O:15][N:14]([CH3:13])[C:8](=[O:9])[CH2:7][C:3]1[CH:4]=[CH:5][CH:6]=[C:1]([CH3:11])[CH:2]=1. The yield is 8.80.